Dataset: Catalyst prediction with 721,799 reactions and 888 catalyst types from USPTO. Task: Predict which catalyst facilitates the given reaction. (1) Reactant: [CH:1]1C=C[NH+]=C[CH:6]=1.[O-][Cr](Cl)(=O)=O.[OH:12][CH:13]([CH2:19][CH2:20][CH2:21][CH2:22][CH2:23][CH3:24])[CH2:14][CH2:15][C:16]([OH:18])=[O:17].Cl. Product: [O:12]=[C:13]([CH2:19][CH2:20][CH2:21][CH2:22][CH2:23][CH3:24])[CH2:14][CH2:15][C:16]([O:18][CH2:1][CH3:6])=[O:17]. The catalyst class is: 4. (2) The catalyst class is: 1. Reactant: [NH2:1][C@@H:2]([CH3:8])[CH2:3][C:4]([O:6][CH3:7])=[O:5].Cl[C:10]([O:12][CH2:13][CH:14]=[CH2:15])=[O:11].C(N(C(C)C)CC)(C)C.O. Product: [CH2:13]([O:12][C:10]([NH:1][C@@H:2]([CH3:8])[CH2:3][C:4]([O:6][CH3:7])=[O:5])=[O:11])[CH:14]=[CH2:15]. (3) Reactant: Cl.FC(C1C=CC=CC=1C1(NC2C=C3C(=CC=2)NC(=O)CC3)C=CN=CN1)(F)F.[Cl:30]C1C(=O)C(C#N)=C(C#N)C(=O)C=1Cl.C[Si](N([Si](C)(C)C)C(=O)C(F)(F)F)(C)C.CO[C:61]1[CH:70]=[CH:69][C:68]2[C:63](=[CH:64][C:65]([NH:71][C:72]3[CH:77]=[C:76]([C:78]4[CH:83]=[CH:82][C:81]([C:84]([F:87])([F:86])[F:85])=[CH:80][CH:79]=4)[N:75]=[CH:74][N:73]=3)=[CH:66][CH:67]=2)[N:62]=1. Product: [Cl:30][C:61]1[CH:70]=[CH:69][C:68]2[C:63](=[CH:64][C:65]([NH:71][C:72]3[CH:77]=[C:76]([C:78]4[CH:83]=[CH:82][C:81]([C:84]([F:87])([F:86])[F:85])=[CH:80][CH:79]=4)[N:75]=[CH:74][N:73]=3)=[CH:66][CH:67]=2)[N:62]=1. The catalyst class is: 12. (4) Reactant: [Cl:1][C:2]1[CH:9]=[CH:8][C:5]([C:6]#[N:7])=[C:4]([CH3:10])[CH:3]=1.[C:11]1([CH3:19])[CH:16]=[CH:15][C:14]([Mg]Br)=[CH:13][CH:12]=1.CO.[BH4-].[Na+]. Product: [Cl:1][C:2]1[CH:9]=[CH:8][C:5]([CH:6]([C:14]2[CH:15]=[CH:16][C:11]([CH3:19])=[CH:12][CH:13]=2)[NH2:7])=[C:4]([CH3:10])[CH:3]=1. The catalyst class is: 20.